Task: Predict the reactants needed to synthesize the given product.. Dataset: Full USPTO retrosynthesis dataset with 1.9M reactions from patents (1976-2016) (1) The reactants are: [CH3:1][C:2]1[N:6]([C:7]2[CH:12]=[CH:11][C:10]([C:13]([F:16])([F:15])[F:14])=[CH:9][CH:8]=2)[N:5]=[CH:4][C:3]=1[C:17]([NH2:19])=[O:18].Br[C:21]1[CH:22]=[C:23]([CH3:33])[C:24]([C:27]2[CH2:28][CH2:29][O:30][CH2:31][CH:32]=2)=[N:25][CH:26]=1.P([O-])([O-])([O-])=O.[K+].[K+].[K+]. Given the product [O:30]1[CH2:31][CH:32]=[C:27]([C:24]2[N:25]=[CH:26][C:21]([NH:19][C:17]([C:3]3[CH:4]=[N:5][N:6]([C:7]4[CH:12]=[CH:11][C:10]([C:13]([F:16])([F:14])[F:15])=[CH:9][CH:8]=4)[C:2]=3[CH3:1])=[O:18])=[CH:22][C:23]=2[CH3:33])[CH2:28][CH2:29]1, predict the reactants needed to synthesize it. (2) Given the product [Cl:15][CH2:16][CH2:17][CH2:18][N:12]1[C:13]2[C:9](=[CH:8][CH:7]=[C:6]([N+:3]([O-:5])=[O:4])[CH:14]=2)[CH:10]=[CH:11]1, predict the reactants needed to synthesize it. The reactants are: [H-].[Na+].[N+:3]([C:6]1[CH:14]=[C:13]2[C:9]([CH:10]=[CH:11][NH:12]2)=[CH:8][CH:7]=1)([O-:5])=[O:4].[Cl:15][CH2:16][CH2:17][CH2:18]I. (3) Given the product [CH2:1]([O:8][CH:9]1[CH2:12][CH:11]([OH:13])[CH2:10]1)[C:2]1[CH:7]=[CH:6][CH:5]=[CH:4][CH:3]=1, predict the reactants needed to synthesize it. The reactants are: [CH2:1]([O:8][CH:9]1[CH2:12][C:11](=[O:13])[CH2:10]1)[C:2]1[CH:7]=[CH:6][CH:5]=[CH:4][CH:3]=1.O1CCCC1.CO.[BH4-].[Na+]. (4) Given the product [NH2:37][C:31]1[CH:30]=[CH:29][C:28]([O:27][CH2:87][CH2:86][C:80]2[CH:81]=[CH:82][C:83]([Cl:85])=[CH:84][C:79]=2[Cl:78])=[CH:36][C:32]=1[C:33]([NH:1][C@H:2]([C:24](=[O:26])[NH2:42])[CH2:3][CH2:4][CH2:5][NH:6][C:7]([NH2:8])=[NH:23])=[O:35], predict the reactants needed to synthesize it. The reactants are: [NH2:1][C@H:2]([C:24]([OH:26])=O)[CH2:3][CH2:4][CH2:5][NH:6][C:7](=[NH:23])[N:8](C(OC(C)(C)C)=O)C(OC(C)(C)C)=O.[OH:27][C:28]1[CH:29]=[CH:30][C:31]([N+:37]([O-])=O)=[C:32]([CH:36]=1)[C:33]([OH:35])=O.CC(C)[N:42]=C=NC(C)C.C1C=CC2N(O)N=NC=2C=1.C1(P(C2C=CC=CC=2)C2C=CC=CC=2)C=CC=CC=1.[Cl:78][C:79]1[CH:84]=[C:83]([Cl:85])[CH:82]=[CH:81][C:80]=1[CH2:86][CH2:87]O.CC(OC(/N=N/C(OC(C)C)=O)=O)C. (5) The reactants are: [CH:1]([NH:4][C:5]1[CH:6]=[C:7]([C:18]2[CH:23]=[CH:22][C:21]([CH2:24][CH2:25][NH:26]C(=O)OC(C)(C)C)=[CH:20][CH:19]=2)[CH:8]=[CH:9][C:10]=1[C:11]([NH:13][S:14]([CH3:17])(=[O:16])=[O:15])=[O:12])([CH3:3])[CH3:2].C(OC(=O)C)C.[ClH:40]. Given the product [ClH:40].[ClH:40].[NH2:26][CH2:25][CH2:24][C:21]1[CH:22]=[CH:23][C:18]([C:7]2[CH:8]=[CH:9][C:10]([C:11]([NH:13][S:14]([CH3:17])(=[O:16])=[O:15])=[O:12])=[C:5]([NH:4][CH:1]([CH3:3])[CH3:2])[CH:6]=2)=[CH:19][CH:20]=1, predict the reactants needed to synthesize it. (6) Given the product [C:1]([NH:6][NH:7][C:23](=[O:24])[C:22]1[CH:26]=[CH:27][CH:28]=[C:20]([N+:17]([O-:19])=[O:18])[CH:21]=1)(=[O:5])[CH:2]([CH3:4])[CH3:3], predict the reactants needed to synthesize it. The reactants are: [C:1]([NH:6][NH2:7])(=[O:5])[CH:2]([CH3:4])[CH3:3].C(N(CC)C(C)C)(C)C.[N+:17]([C:20]1[CH:21]=[C:22]([CH:26]=[CH:27][CH:28]=1)[C:23](Cl)=[O:24])([O-:19])=[O:18]. (7) Given the product [C:5]([C:37]#[C:39][C:16]1[CH:17]=[CH:18][C:4]2[N:3]3[C:29]([CH3:28])=[N:30][N:31]=[C:25]3[CH2:24][N:20]=[C:6]([C:8]3[CH:13]=[CH:12][CH:11]=[CH:10][CH:9]=3)[C:5]=2[CH:15]=1)([CH3:15])([CH3:6])[CH3:4], predict the reactants needed to synthesize it. The reactants are: [K+].[Br-].[NH2:3][C:4]1[CH:18]=[CH:17][C:16](Br)=[CH:15][C:5]=1[C:6]([C:8]1[CH:13]=[CH:12][CH:11]=[CH:10][C:9]=1Cl)=O.[N:20]1[C:24]2=[C:25]3[N:31]=[N:30][CH:29]=[CH:28]C=C3C=CC2=NN=1.CCO[C:37]([CH3:39])=O. (8) Given the product [Si:26]([O:20][C@@H:16]1[CH2:17][CH2:18][CH2:19][N:14]([C:5]2[CH:6]=[CH:7][C:8]([C:10]([F:11])([F:12])[F:13])=[CH:9][C:4]=2[N+:1]([O-:3])=[O:2])[CH2:15]1)([C:29]([CH3:32])([CH3:31])[CH3:30])([CH3:28])[CH3:27], predict the reactants needed to synthesize it. The reactants are: [N+:1]([C:4]1[CH:9]=[C:8]([C:10]([F:13])([F:12])[F:11])[CH:7]=[CH:6][C:5]=1[N:14]1[CH2:19][CH2:18][CH2:17][C@@H:16]([OH:20])[CH2:15]1)([O-:3])=[O:2].N1C=CN=C1.[Si:26](Cl)([C:29]([CH3:32])([CH3:31])[CH3:30])([CH3:28])[CH3:27].CCOCC.